Task: Predict the reaction yield, written as a fraction of the theoretical maximum amount of product (1.0 means a 100% yield; for example, 0.34 means a 34% yield).. Dataset: Reaction yield outcomes from USPTO patents with 853,638 reactions (1) The reactants are [OH:1][C:2]1[CH:7]=[CH:6][N:5]=[C:4]2[C:8](=[C:18]3[CH2:23][CH2:22][N:21]([C:24](=[O:32])[CH2:25][C:26]4[CH:27]=[N:28][CH:29]=[CH:30][CH:31]=4)[CH2:20][CH2:19]3)[C:9]3[CH:16]=[CH:15][C:14]([Cl:17])=[CH:13][C:10]=3[CH2:11][CH2:12][C:3]=12.C(O)(=O)C.[Br:37]Br.C(O)(=O)C. The catalyst is O. The product is [Br:37][C:7]1[C:2]([OH:1])=[C:3]2[CH2:12][CH2:11][C:10]3[CH:13]=[C:14]([Cl:17])[CH:15]=[CH:16][C:9]=3[C:8](=[C:18]3[CH2:23][CH2:22][N:21]([C:24](=[O:32])[CH2:25][C:26]4[CH:27]=[N:28][CH:29]=[CH:30][CH:31]=4)[CH2:20][CH2:19]3)[C:4]2=[N:5][CH:6]=1. The yield is 0.710. (2) The reactants are CC[C@H]1[C@H]2C[C@H]([C@H](OC3[C:34]4[C:29](=[CH:30][CH:31]=[CH:32][CH:33]=4)[C:28]([O:35][C@H:36]([C:47]4[CH:56]=[CH:55]N=C5[C:48]=4[CH:49]=[C:50]([O:57][CH3:58])[CH:51]=C5)[C@@H]4N5C[C@H](CC)[C@@H](CC5)C4)=NN=3)C3C=CN=C4C=3C=C(OC)C=C4)N(CC2)C1.C(C1C=C[C:65]([O:68]C)=CC=1OCC1C=CC=CC=1)C=C.O.C([OH:83])(C)(C)C. No catalyst specified. The product is [CH2:28]([O:35][C:36]1[CH:51]=[C:50]([O:57][CH3:58])[CH:49]=[CH:48][C:47]=1[CH2:56][CH:55]([OH:83])[CH2:65][OH:68])[C:29]1[CH:30]=[CH:31][CH:32]=[CH:33][CH:34]=1. The yield is 0.950. (3) The reactants are [CH:1]12[NH:8][CH:5]([CH2:6][CH2:7]1)[CH2:4][CH:3]([NH:9][C:10]([N:12]1[CH2:16][CH2:15][C@@H:14]([NH:17][C:18]3[CH:23]=[CH:22][C:21]([C:24]#[N:25])=[CH:20][N:19]=3)[CH2:13]1)=[O:11])[CH2:2]2.CCN(C(C)C)C(C)C.[CH3:35][S:36](Cl)(=[O:38])=[O:37]. The catalyst is C(Cl)Cl.CC(O)=O.CO. The product is [C:24]([C:21]1[CH:22]=[CH:23][C:18]([NH:17][C@@H:14]2[CH2:15][CH2:16][N:12]([C:10]([NH:9][CH:3]3[CH2:4][CH:5]4[N:8]([S:36]([CH3:35])(=[O:38])=[O:37])[CH:1]([CH2:7][CH2:6]4)[CH2:2]3)=[O:11])[CH2:13]2)=[N:19][CH:20]=1)#[N:25]. The yield is 0.580. (4) The catalyst is O1CCCC1.[C].[Pd]. The yield is 0.870. The reactants are C(N(CC)CC)C.Cl[C:9]1[N:14]=[C:13]([C:15]([O:17][CH2:18][CH3:19])=[O:16])[CH:12]=[C:11](Cl)[N:10]=1. The product is [N:10]1[CH:11]=[CH:12][C:13]([C:15]([O:17][CH2:18][CH3:19])=[O:16])=[N:14][CH:9]=1. (5) The reactants are [O:1]=[C:2]1[CH:11]=[CH:10][C:9]2[C:4](=[CH:5][CH:6]=[C:7]([S:12](Cl)(=O)=O)[CH:8]=2)[NH:3]1.[C:16](OC(=O)C)(=[O:18])[CH3:17].C([O-])(=O)C.[Na+]. The catalyst is [Zn].C(O)(=O)C. The product is [O:1]=[C:2]1[CH:11]=[CH:10][C:9]2[C:4](=[CH:5][CH:6]=[C:7]([S:12][C:16](=[O:18])[CH3:17])[CH:8]=2)[NH:3]1. The yield is 0.650.